Dataset: Reaction yield outcomes from USPTO patents with 853,638 reactions. Task: Predict the reaction yield, written as a fraction of the theoretical maximum amount of product (1.0 means a 100% yield; for example, 0.34 means a 34% yield). The yield is 0.820. The reactants are [Cl:1][C:2]1[CH:3]=[CH:4][C:5]([C:10]([F:13])([F:12])[F:11])=[C:6]([CH2:8][OH:9])[CH:7]=1.[Cr](Cl)([O-])(=O)=O.[NH+]1C=CC=CC=1. The product is [Cl:1][C:2]1[CH:3]=[CH:4][C:5]([C:10]([F:11])([F:12])[F:13])=[C:6]([CH:7]=1)[CH:8]=[O:9]. The catalyst is ClCCl.C(OCC)C.